From a dataset of Forward reaction prediction with 1.9M reactions from USPTO patents (1976-2016). Predict the product of the given reaction. (1) Given the reactants [NH2:1][CH2:2][CH2:3][CH2:4][N:5]1[CH2:9][CH2:8][CH2:7][C:6]1=[O:10].[NH:11]1[C:19]2[C:14](=[CH:15][C:16]([NH:20][C:21]3[C:22]4[S:29][C:28]([C:30]5[CH:37]=[CH:36][C:33]([CH:34]=O)=[CH:32][CH:31]=5)=[CH:27][C:23]=4[N:24]=[CH:25][N:26]=3)=[CH:17][CH:18]=2)[CH:13]=[CH:12]1, predict the reaction product. The product is: [NH:11]1[C:19]2[C:14](=[CH:15][C:16]([NH:20][C:21]3[C:22]4[S:29][C:28]([C:30]5[CH:37]=[CH:36][C:33]([CH2:34][NH:1][CH2:2][CH2:3][CH2:4][N:5]6[CH2:9][CH2:8][CH2:7][C:6]6=[O:10])=[CH:32][CH:31]=5)=[CH:27][C:23]=4[N:24]=[CH:25][N:26]=3)=[CH:17][CH:18]=2)[CH:13]=[CH:12]1. (2) Given the reactants Br[C:2]1[CH:3]=[C:4]2[C:8](=[CH:9][CH:10]=1)[N:7]([CH:11]1[CH2:16][CH2:15][CH2:14][CH2:13][O:12]1)[N:6]=[C:5]2[C:17]([F:20])([F:19])[F:18].C([O-])(=O)C.[K+].[B:26]1([B:26]2[O:30][C:29]([CH3:32])([CH3:31])[C:28]([CH3:34])([CH3:33])[O:27]2)[O:30][C:29]([CH3:32])([CH3:31])[C:28]([CH3:34])([CH3:33])[O:27]1, predict the reaction product. The product is: [O:12]1[CH2:13][CH2:14][CH2:15][CH2:16][CH:11]1[N:7]1[C:8]2[C:4](=[CH:3][C:2]([B:26]3[O:30][C:29]([CH3:32])([CH3:31])[C:28]([CH3:34])([CH3:33])[O:27]3)=[CH:10][CH:9]=2)[C:5]([C:17]([F:20])([F:19])[F:18])=[N:6]1. (3) Given the reactants Cl[C:2]1[CH:7]=[C:6]([Cl:8])[N:5]=[C:4]([NH:9][CH3:10])[N:3]=1.[Cl:11][C:12]1[CH:13]=[CH:14][C:15]([O:21][CH2:22][CH3:23])=[C:16](B(O)O)[CH:17]=1.C(=O)([O-])[O-].[Na+].[Na+].C1(P(C2C=CC=CC=2)C2C=CC=CC=2)C=CC=CC=1, predict the reaction product. The product is: [Cl:8][C:6]1[CH:7]=[C:2]([C:14]2[CH:13]=[C:12]([Cl:11])[CH:17]=[CH:16][C:15]=2[O:21][CH2:22][CH3:23])[N:3]=[C:4]([NH:9][CH3:10])[N:5]=1. (4) Given the reactants [C:1]([N:4]1[C:12]2[C:7](=[CH:8][C:9](Br)=[CH:10][CH:11]=2)[CH2:6][CH2:5]1)(=[O:3])[CH3:2].[I-:14].[Na+].CNCCNC, predict the reaction product. The product is: [C:1]([N:4]1[C:12]2[C:7](=[CH:8][C:9]([I:14])=[CH:10][CH:11]=2)[CH2:6][CH2:5]1)(=[O:3])[CH3:2]. (5) Given the reactants [CH:1]([C@H:4]1[CH2:9][CH2:8][C@H:7]([NH:10][C:11]2[C:20]3[C:15](=[CH:16][CH:17]=[CH:18][CH:19]=3)[C:14]([CH2:21][C:22]3[CH:23]=[N:24][C:25]([O:28]C)=[CH:26][CH:27]=3)=[N:13][N:12]=2)[CH2:6][CH2:5]1)([CH3:3])[CH3:2].C([O-])(O)=O.[Na+].O.CCOC(C)=O, predict the reaction product. The product is: [CH:1]([C@H:4]1[CH2:5][CH2:6][C@H:7]([NH:10][C:11]2[C:20]3[C:15](=[CH:16][CH:17]=[CH:18][CH:19]=3)[C:14]([CH2:21][C:22]3[CH:23]=[N:24][C:25]([OH:28])=[CH:26][CH:27]=3)=[N:13][N:12]=2)[CH2:8][CH2:9]1)([CH3:3])[CH3:2]. (6) Given the reactants [NH2:1][CH:2]1[CH:6]([C:7]2[CH:12]=[CH:11][CH:10]=[CH:9][CH:8]=2)[CH2:5][N:4]([C:13]([C:15]2[N:16]=[C:17]3[C:22]([C:23]([F:26])([F:25])[F:24])=[CH:21][C:20]([C:27]4[CH:31]=[CH:30][O:29][CH:28]=4)=[CH:19][N:18]3[C:32]=2[Cl:33])=[O:14])[CH2:3]1.C(N(CC)C(C)C)(C)C.[C:43](OC(=O)C)(=[O:45])[CH3:44], predict the reaction product. The product is: [Cl:33][C:32]1[N:18]2[CH:19]=[C:20]([C:27]3[CH:31]=[CH:30][O:29][CH:28]=3)[CH:21]=[C:22]([C:23]([F:25])([F:26])[F:24])[C:17]2=[N:16][C:15]=1[C:13]([N:4]1[CH2:5][CH:6]([C:7]2[CH:12]=[CH:11][CH:10]=[CH:9][CH:8]=2)[CH:2]([NH:1][C:43](=[O:45])[CH3:44])[CH2:3]1)=[O:14].